From a dataset of Forward reaction prediction with 1.9M reactions from USPTO patents (1976-2016). Predict the product of the given reaction. (1) Given the reactants [CH3:1][N:2]1[CH2:8][C:7]2[CH:9]=[CH:10][C:11]([C:13](OC)=[O:14])=[CH:12][C:6]=2[O:5][CH2:4][C@@H:3]1[C:17]1[CH:22]=[CH:21][CH:20]=[CH:19][CH:18]=1.[NH2:23][OH:24].[OH-].[Na+], predict the reaction product. The product is: [OH:24][NH:23][C:13]([C:11]1[CH:10]=[CH:9][C:7]2[CH2:8][N:2]([CH3:1])[C@@H:3]([C:17]3[CH:22]=[CH:21][CH:20]=[CH:19][CH:18]=3)[CH2:4][O:5][C:6]=2[CH:12]=1)=[O:14]. (2) Given the reactants [CH3:1][C:2]([S@:5]([NH2:7])=[O:6])([CH3:4])[CH3:3].[F:8][C:9]([F:20])([F:19])[C:10]([C:12]1[CH:17]=[CH:16][C:15]([F:18])=[CH:14][CH:13]=1)=O.[Na+].[Cl-].CCOC(C)=O, predict the reaction product. The product is: [CH3:1][C:2]([S@:5](/[N:7]=[C:10](/[C:12]1[CH:17]=[CH:16][C:15]([F:18])=[CH:14][CH:13]=1)\[C:9]([F:8])([F:20])[F:19])=[O:6])([CH3:4])[CH3:3].